This data is from Reaction yield outcomes from USPTO patents with 853,638 reactions. The task is: Predict the reaction yield, written as a fraction of the theoretical maximum amount of product (1.0 means a 100% yield; for example, 0.34 means a 34% yield). (1) The reactants are C(OC([N:8]1[CH2:13][CH2:12][N:11]([C:14]2[CH:19]=[CH:18][C:17]([C:20]([F:23])([F:22])[F:21])=[C:16]([F:24])[CH:15]=2)[CH2:10][CH2:9]1)=O)(C)(C)C.C(Cl)Cl. The catalyst is FC(F)(F)C(O)=O.ClCCl. The product is [F:24][C:16]1[CH:15]=[C:14]([N:11]2[CH2:12][CH2:13][NH:8][CH2:9][CH2:10]2)[CH:19]=[CH:18][C:17]=1[C:20]([F:22])([F:21])[F:23]. The yield is 0.780. (2) The reactants are C(OC([N:8]1[C:12]2[CH:13]=[CH:14][CH:15]=[CH:16][C:11]=2[N:10]=[C:9]1[CH2:17][N:18]([CH2:29][CH2:30][CH2:31][CH2:32][N:33]1C(=O)C2C(=CC=CC=2)C1=O)[CH:19]1[CH2:28][CH2:27][CH2:26][C:25]2[N:24]=[CH:23][CH:22]=[N:21][C:20]1=2)=O)(C)(C)C.O.NN. The catalyst is C(O)C. The product is [NH:8]1[C:12]2[CH:13]=[CH:14][CH:15]=[CH:16][C:11]=2[N:10]=[C:9]1[CH2:17][N:18]([CH:19]1[CH2:28][CH2:27][CH2:26][C:25]2[N:24]=[CH:23][CH:22]=[N:21][C:20]1=2)[CH2:29][CH2:30][CH2:31][CH2:32][NH2:33]. The yield is 0.640. (3) The reactants are I[C:2]1[C:10]2[C:5](=[N:6][CH:7]=[C:8]([C:11]3[CH:12]=[N:13][N:14]([CH:16]4[CH2:21][CH2:20][N:19]([C:22]([O:24][C:25]([CH3:28])([CH3:27])[CH3:26])=[O:23])[CH2:18][CH2:17]4)[CH:15]=3)[CH:9]=2)[N:4]([S:29]([C:32]2[CH:38]=[CH:37][C:35]([CH3:36])=[CH:34][CH:33]=2)(=[O:31])=[O:30])[CH:3]=1.[F:39][C:40]1[CH:41]=[C:42]([CH:58]=[CH:59][CH:60]=1)[CH2:43][N:44]1[CH:48]=[C:47](B2OC(C)(C)C(C)(C)O2)[CH:46]=[N:45]1.C(=O)([O-])[O-].[Na+].[Na+]. The catalyst is C1C=CC(P(C2C=CC=CC=2)[C-]2C=CC=C2)=CC=1.C1C=CC(P(C2C=CC=CC=2)[C-]2C=CC=C2)=CC=1.Cl[Pd]Cl.[Fe+2].C1(C)C=CC=CC=1.C(O)C.O. The product is [F:39][C:40]1[CH:41]=[C:42]([CH:58]=[CH:59][CH:60]=1)[CH2:43][N:44]1[CH:48]=[C:47]([C:2]2[C:10]3[C:5](=[N:6][CH:7]=[C:8]([C:11]4[CH:12]=[N:13][N:14]([CH:16]5[CH2:21][CH2:20][N:19]([C:22]([O:24][C:25]([CH3:28])([CH3:27])[CH3:26])=[O:23])[CH2:18][CH2:17]5)[CH:15]=4)[CH:9]=3)[N:4]([S:29]([C:32]3[CH:38]=[CH:37][C:35]([CH3:36])=[CH:34][CH:33]=3)(=[O:31])=[O:30])[CH:3]=2)[CH:46]=[N:45]1. The yield is 0.930. (4) The reactants are C(O[C:5]1[C:6](OC(=O)C)=[C:7]([I:11])[CH:8]=[CH:9][CH:10]=1)(=O)C.[OH-].[K+].[CH3:18][C:19]1[CH:20]=[CH:21][C:22]([S:25]([NH2:28])(=[O:27])=[O:26])=[CH:23][CH:24]=1. The catalyst is CO. The product is [C:19]1([CH3:18])[CH:20]=[CH:21][C:22]([S:25]([N:28]=[C:7]2[CH2:6][CH2:5][CH2:10][CH2:9][I:11]2[C:7]2[CH:6]=[CH:5][CH:10]=[CH:9][CH:8]=2)(=[O:27])=[O:26])=[CH:23][CH:24]=1. The yield is 0.660. (5) The reactants are [NH:1]1[CH2:5][CH2:4][C@@H:3]([O:6][N:7]=C(C2C=CC=CC=2)C2C=CC=CC=2)[CH2:2]1.[ClH:21]. The catalyst is CCO. The product is [ClH:21].[ClH:21].[NH:1]1[CH2:5][CH2:4][C@@H:3]([O:6][NH2:7])[CH2:2]1. The yield is 0.720. (6) The reactants are [CH2:1]([C@@H:5]1[N:10]([C:11](=[O:25])[C:12]2[CH:17]=CC(OC3C=CC=CC=3)=CC=2)[CH2:9][C@H:8]([CH2:26][CH:27]([CH3:29])[CH3:28])[NH:7][C:6]1=[O:30])[CH:2]([CH3:4])[CH3:3].C([C@@H]1NC[C@H](CC(C)C)NC1=O)C(C)C.[C:46]1([N:52]2C=C(C(O)=O)[N:54]=[CH:53]2)[CH:51]=[CH:50][CH:49]=[CH:48][CH:47]=1. No catalyst specified. The product is [CH2:1]([C@@H:5]1[N:10]([C:11]([C:12]2[N:54]=[CH:53][N:52]([C:46]3[CH:51]=[CH:50][CH:49]=[CH:48][CH:47]=3)[CH:17]=2)=[O:25])[CH2:9][C@H:8]([CH2:26][CH:27]([CH3:28])[CH3:29])[NH:7][C:6]1=[O:30])[CH:2]([CH3:3])[CH3:4]. The yield is 0.459. (7) The reactants are [C:1]([O:5][C:6]([NH:8][C@@H:9]([CH3:13])[C:10]([OH:12])=[O:11])=[O:7])([CH3:4])([CH3:3])[CH3:2].[CH2:14](I)[CH3:15].[H-].[Na+]. The catalyst is C1COCC1. The product is [C:1]([O:5][C:6]([N:8]([CH2:14][CH3:15])[C@@H:9]([CH3:13])[C:10]([OH:12])=[O:11])=[O:7])([CH3:4])([CH3:2])[CH3:3]. The yield is 0.870. (8) The reactants are [H-].[Al+3].[Li+].[H-].[H-].[H-].[NH2:7][C:8]1[N:13]=[C:12]([C:14]2[CH:27]=[CH:26][C:17]([O:18][CH:19]([CH3:25])[C:20]([N:22]([CH3:24])[CH3:23])=O)=[CH:16][C:15]=2[CH:28]2[CH2:30][CH2:29]2)[CH:11]=[CH:10][CH:9]=1. No catalyst specified. The product is [CH:28]1([C:15]2[CH:16]=[C:17]([O:18][CH:19]([CH3:25])[CH2:20][N:22]([CH3:24])[CH3:23])[CH:26]=[CH:27][C:14]=2[C:12]2[N:13]=[C:8]([NH2:7])[CH:9]=[CH:10][CH:11]=2)[CH2:30][CH2:29]1. The yield is 0.514. (9) The reactants are [CH2:1]([O:8][C:9]1[CH:18]=[C:17]2[C:12]([C:13](=O)[CH2:14][CH:15]=[N:16]2)=[CH:11][C:10]=1[O:20][CH3:21])[C:2]1[CH:7]=[CH:6][CH:5]=[CH:4][CH:3]=1.P(Cl)(Cl)([Cl:24])=O. No catalyst specified. The product is [CH2:1]([O:8][C:9]1[CH:18]=[C:17]2[C:12]([C:13]([Cl:24])=[CH:14][CH:15]=[N:16]2)=[CH:11][C:10]=1[O:20][CH3:21])[C:2]1[CH:7]=[CH:6][CH:5]=[CH:4][CH:3]=1. The yield is 0.940. (10) The reactants are [NH2:1][C:2]1[CH:7]=[C:6]([CH2:8][OH:9])[CH:5]=[CH:4][N:3]=1.[C:10](O[C:10]([O:12][C:13]([CH3:16])([CH3:15])[CH3:14])=[O:11])([O:12][C:13]([CH3:16])([CH3:15])[CH3:14])=[O:11]. The catalyst is CC(O)(C)C. The product is [OH:9][CH2:8][C:6]1[CH:5]=[CH:4][N:3]=[C:2]([NH:1][C:10](=[O:11])[O:12][C:13]([CH3:16])([CH3:15])[CH3:14])[CH:7]=1. The yield is 0.710.